Dataset: Peptide-MHC class II binding affinity with 134,281 pairs from IEDB. Task: Regression. Given a peptide amino acid sequence and an MHC pseudo amino acid sequence, predict their binding affinity value. This is MHC class II binding data. (1) The peptide sequence is SRVLNYDFNKLTALA. The MHC is DRB1_0404 with pseudo-sequence DRB1_0404. The binding affinity (normalized) is 0.615. (2) The peptide sequence is SMSMILVGV. The MHC is DRB3_0301 with pseudo-sequence DRB3_0301. The binding affinity (normalized) is 0.478. (3) The binding affinity (normalized) is 0.273. The MHC is DRB1_0801 with pseudo-sequence DRB1_0801. The peptide sequence is LSEEKVPWDQVVMTS. (4) The peptide sequence is FIHFFTWGTMFVPKY. The MHC is DRB5_0101 with pseudo-sequence DRB5_0101. The binding affinity (normalized) is 0.152. (5) The peptide sequence is IPVMAYLVGLFAWVL. The MHC is DRB1_0301 with pseudo-sequence DRB1_0301. The binding affinity (normalized) is 0. (6) The peptide sequence is PVVHFFKNIVTPRTPPY. The MHC is HLA-DQA10102-DQB10602 with pseudo-sequence HLA-DQA10102-DQB10602. The binding affinity (normalized) is 0. (7) The peptide sequence is AAPAAVAAAGDAAKG. The MHC is DRB1_1501 with pseudo-sequence DRB1_1501. The binding affinity (normalized) is 0.0407. (8) The peptide sequence is MGGLWKYLNAVSLCIHHHHHH. The MHC is DRB3_0202 with pseudo-sequence DRB3_0202. The binding affinity (normalized) is 0.642.